Dataset: Reaction yield outcomes from USPTO patents with 853,638 reactions. Task: Predict the reaction yield, written as a fraction of the theoretical maximum amount of product (1.0 means a 100% yield; for example, 0.34 means a 34% yield). (1) The reactants are [CH3:1][C:2]1([CH3:16])[C:6]([CH3:8])([CH3:7])[O:5][B:4]([C:9]2[CH:14]=[CH:13][C:12]([OH:15])=[CH:11][CH:10]=2)[O:3]1.[CH3:17][C:18]1([CH2:22]O)[CH2:21][O:20][CH2:19]1.C1(P(C2C=CC=CC=2)C2C=CC=CC=2)C=CC=CC=1.N(C(OC(C)C)=O)=NC(OC(C)C)=O. The catalyst is O1CCCC1. The product is [CH3:8][C:6]1([CH3:7])[C:2]([CH3:16])([CH3:1])[O:3][B:4]([C:9]2[CH:14]=[CH:13][C:12]([O:15][CH2:17][C:18]3([CH3:22])[CH2:21][O:20][CH2:19]3)=[CH:11][CH:10]=2)[O:5]1. The yield is 0.870. (2) The reactants are Cl.O1CCOCC1.[CH3:8][C:9]1[CH:14]=[CH:13][N:12]=[CH:11][C:10]=1[N:15]1[CH2:19][CH2:18][N:17]([C:20]2[CH:21]=[N:22][N:23](C(C3C=CC=CC=3)(C3C=CC=CC=3)C3C=CC=CC=3)[CH:24]=2)[C:16]1=[O:44].CO. The catalyst is O1CCOCC1.C(Cl)Cl. The product is [CH3:8][C:9]1[CH:14]=[CH:13][N:12]=[CH:11][C:10]=1[N:15]1[CH2:19][CH2:18][N:17]([C:20]2[CH:24]=[N:23][NH:22][CH:21]=2)[C:16]1=[O:44]. The yield is 0.550. (3) The reactants are [F:1][C:2]1[CH:21]=[C:20]([F:22])[CH:19]=[CH:18][C:3]=1[O:4][C:5]1[CH:10]=[CH:9][C:8]([S:11]([CH3:14])(=[O:13])=[O:12])=[CH:7][C:6]=1[N+:15]([O-])=O.[H][H]. The catalyst is O1CCCC1.[Pd]. The product is [F:1][C:2]1[CH:21]=[C:20]([F:22])[CH:19]=[CH:18][C:3]=1[O:4][C:5]1[CH:10]=[CH:9][C:8]([S:11]([CH3:14])(=[O:13])=[O:12])=[CH:7][C:6]=1[NH2:15]. The yield is 0.550. (4) The reactants are N[C:2]1[CH:3]=[C:4]([OH:8])[CH:5]=[CH:6][CH:7]=1.Br[CH2:10][CH2:11][CH2:12]Cl.[CH3:14][N:15]([CH3:18])[CH:16]=O. No catalyst specified. The product is [CH2:10]1[CH2:18][N:15]2[C:14]3[C:5]([CH2:6][CH2:7][CH2:16]2)=[C:4]([OH:8])[CH:3]=[CH:2][C:12]=3[CH2:11]1. The yield is 0.620. (5) The reactants are [Cl:1][C:2]1[N:3]=[C:4]2[C:9](=[CH:10][CH:11]=1)[N:8]=[CH:7][C:6]([S:12]([CH3:15])(=[O:14])=[O:13])=[C:5]2[NH:16][C:17]1[CH:22]=[CH:21][C:20]([CH2:23][N:24]([CH3:26])[CH3:25])=[CH:19][CH:18]=1.[Cl:27][C:28]1[CH:33]=[C:32](B2OC(C)(C)C(C)(C)O2)[CH:31]=[C:30]([Cl:43])[C:29]=1[OH:44].C1(N)C(F)=C(F)C(F)=C(N)C=1F.Cl.Cl. No catalyst specified. The product is [ClH:1].[ClH:27].[Cl:27][C:28]1[CH:33]=[C:32]([C:2]2[CH:11]=[CH:10][C:9]3[C:4](=[C:5]([NH:16][C:17]4[CH:22]=[CH:21][C:20]([CH2:23][N:24]([CH3:26])[CH3:25])=[CH:19][CH:18]=4)[C:6]([S:12]([CH3:15])(=[O:14])=[O:13])=[CH:7][N:8]=3)[N:3]=2)[CH:31]=[C:30]([Cl:43])[C:29]=1[OH:44]. The yield is 0.420. (6) The product is [O:1]=[C:2]1[CH2:5][N:4]([C:6]([O:8][CH2:9][C:10]2[CH:15]=[CH:14][CH:13]=[CH:12][CH:11]=2)=[O:7])[CH2:3]1. The catalyst is ClCCl. The reactants are [OH:1][CH:2]1[CH2:5][N:4]([C:6]([O:8][CH2:9][C:10]2[CH:15]=[CH:14][CH:13]=[CH:12][CH:11]=2)=[O:7])[CH2:3]1.CC(OI1(OC(C)=O)(OC(C)=O)OC(=O)C2C=CC=CC1=2)=O. The yield is 0.990. (7) The reactants are [CH3:1][S:2]([NH:5][C:6]1[CH:14]=[C:13]2[C:9]([CH:10]=[C:11]([C:15]([OH:17])=O)[NH:12]2)=[CH:8][CH:7]=1)(=[O:4])=[O:3].[NH2:18][C:19]1[CH:20]=[C:21]([C:33]2[CH:34]=[CH:35][C:36]([OH:39])=[N:37][CH:38]=2)[CH:22]=[C:23]([C:25]2[CH:30]=[CH:29][C:28]([F:31])=[CH:27][C:26]=2[F:32])[CH:24]=1.CN(C(ON1N=NC2C=CC=NC1=2)=[N+](C)C)C.F[P-](F)(F)(F)(F)F.CCN(C(C)C)C(C)C. The catalyst is CN(C=O)C. The product is [F:32][C:26]1[CH:27]=[C:28]([F:31])[CH:29]=[CH:30][C:25]=1[C:23]1[CH:22]=[C:21]([C:33]2[CH:38]=[N:37][C:36]([OH:39])=[CH:35][CH:34]=2)[CH:20]=[C:19]([NH:18][C:15]([C:11]2[NH:12][C:13]3[C:9]([CH:10]=2)=[CH:8][CH:7]=[C:6]([NH:5][S:2]([CH3:1])(=[O:3])=[O:4])[CH:14]=3)=[O:17])[CH:24]=1. The yield is 0.140. (8) The reactants are [CH3:1][O:2][C:3]1[C:4]([C:13]([O:15]C)=[O:14])=[CH:5][C:6]2[C:11]([CH:12]=1)=[CH:10][CH:9]=[CH:8][CH:7]=2.O.[OH-].[Na+].C(O)(=O)CC(CC(O)=O)(C(O)=O)O. The catalyst is CO. The product is [CH3:1][O:2][C:3]1[C:4]([C:13]([OH:15])=[O:14])=[CH:5][C:6]2[C:11]([CH:12]=1)=[CH:10][CH:9]=[CH:8][CH:7]=2. The yield is 0.920.